This data is from Full USPTO retrosynthesis dataset with 1.9M reactions from patents (1976-2016). The task is: Predict the reactants needed to synthesize the given product. (1) Given the product [CH2:9]([C@@:5]1([C:6]([O:8][CH3:16])=[O:7])[CH2:4][C:3]2[CH:12]=[CH:13][CH:14]=[CH:15][C:2]=2[O:11]1)[CH3:10], predict the reactants needed to synthesize it. The reactants are: F[C:2]1[CH:15]=[CH:14][CH:13]=[CH:12][C:3]=1[CH2:4][C@@:5]([OH:11])([CH2:9][CH3:10])[C:6]([OH:8])=[O:7].[CH3:16]N(C=O)C.C1(C)C=CC=CC=1.[H-].[Na+]. (2) Given the product [CH3:19][N:18]([CH3:20])[C:9]1([C:12]2[CH:13]=[CH:14][CH:15]=[CH:16][CH:17]=2)[CH2:10][CH2:11][CH:6]([NH:5][C:3]([CH2:2][NH:1][C:53](=[O:23])[CH2:52][CH:48]([C:41]2[C:42]3[C:47](=[CH:46][CH:45]=[CH:44][CH:43]=3)[NH:39][CH:40]=2)[CH3:49])=[O:4])[CH2:7][CH2:8]1, predict the reactants needed to synthesize it. The reactants are: [NH2:1][CH2:2][C:3]([NH:5][CH:6]1[CH2:11][CH2:10][C:9]([N:18]([CH3:20])[CH3:19])([C:12]2[CH:17]=[CH:16][CH:15]=[CH:14][CH:13]=2)[CH2:8][CH2:7]1)=[O:4].[Cl-].C[O:23]C1N=C(OC)N=C([N+]2(C)CCOCC2)N=1.[NH:39]1[C:47]2[C:42](=[CH:43][CH:44]=[CH:45][CH:46]=2)[C:41]([CH:48]([CH2:52][CH3:53])[C:49](O)=O)=[CH:40]1. (3) Given the product [CH3:13][S:10]([CH2:9][CH2:8][NH:7][C:14]1[C:15]2[N:16]([C:20]([C:29]3[CH:30]=[CH:31][N:32]=[C:27]([NH:47][CH3:46])[N:28]=3)=[CH:21][N:22]=2)[CH:17]=[CH:18][N:19]=1)(=[O:11])=[O:12], predict the reactants needed to synthesize it. The reactants are: C(OC(=O)[N:7]([C:14]1[C:15]2[N:16]([C:20](Br)=[CH:21][N:22]=2)[CH:17]=[CH:18][N:19]=1)[CH2:8][CH2:9][S:10]([CH3:13])(=[O:12])=[O:11])(C)(C)C.CS[C:27]1[N:32]=[C:31]([Sn](CCCC)(CCCC)CCCC)[CH:30]=[CH:29][N:28]=1.[CH3:46][NH2:47]. (4) Given the product [NH:1]1[CH:5]=[CH:4][N:3]=[C:2]1[CH:6]1[CH2:11][CH2:10][CH:9]([NH2:12])[CH2:8][CH2:7]1, predict the reactants needed to synthesize it. The reactants are: [NH:1]1[CH:5]=[CH:4][N:3]=[C:2]1[CH:6]1[CH2:11][CH2:10][CH:9]([NH:12]C(=O)OC(C)(C)C)[CH2:8][CH2:7]1. (5) Given the product [C:2]1([CH:1]([C:2]2[CH:7]=[CH:6][CH:5]=[CH:4][CH:3]=2)[N:8]2[CH:13]=[CH:12][CH:11]=[C:10]([C:14]([NH:16][C@@H:17]([CH2:22][CH2:23][CH2:24][NH:25][C:26]([NH:28][S:29]([C:32]3[CH:33]=[CH:34][C:35]([CH3:38])=[CH:36][CH:37]=3)(=[O:31])=[O:30])=[NH:27])[C:18]([OH:20])=[O:19])=[O:15])[C:9]2=[O:39])[CH:7]=[CH:6][CH:5]=[CH:4][CH:3]=1, predict the reactants needed to synthesize it. The reactants are: [CH2:1]([N:8]1[CH:13]=[CH:12][CH:11]=[C:10]([C:14]([NH:16][C@@H:17]([CH2:22][CH2:23][CH2:24][NH:25][C:26]([NH:28][S:29]([C:32]2[CH:37]=[CH:36][C:35]([CH3:38])=[CH:34][CH:33]=2)(=[O:31])=[O:30])=[NH:27])[C:18]([O:20]C)=[O:19])=[O:15])[C:9]1=[O:39])[C:2]1[CH:7]=[CH:6][CH:5]=[CH:4][CH:3]=1.[OH-].[Na+]. (6) Given the product [CH2:30]([NH:37][C:38](=[O:39])[N:13]([C:7]1[C:6]2[C:11](=[CH:12][C:3]([O:2][CH3:1])=[C:4]([NH:15][C:16]([C@@H:18]3[CH2:22][CH2:21][CH2:20][N:19]3[C:23]([O:25][C:26]([CH3:27])([CH3:28])[CH3:29])=[O:24])=[O:17])[CH:5]=2)[N:10]=[CH:9][N:8]=1)[CH3:14])[C:31]1[CH:36]=[CH:35][CH:34]=[CH:33][CH:32]=1, predict the reactants needed to synthesize it. The reactants are: [CH3:1][O:2][C:3]1[CH:12]=[C:11]2[C:6]([C:7]([NH:13][CH3:14])=[N:8][CH:9]=[N:10]2)=[CH:5][C:4]=1[NH:15][C:16]([C@@H:18]1[CH2:22][CH2:21][CH2:20][N:19]1[C:23]([O:25][C:26]([CH3:29])([CH3:28])[CH3:27])=[O:24])=[O:17].[CH2:30]([N:37]=[C:38]=[O:39])[C:31]1[CH:36]=[CH:35][CH:34]=[CH:33][CH:32]=1.